From a dataset of Reaction yield outcomes from USPTO patents with 853,638 reactions. Predict the reaction yield, written as a fraction of the theoretical maximum amount of product (1.0 means a 100% yield; for example, 0.34 means a 34% yield). The reactants are [CH2:1]([N:3]([CH2:18][CH3:19])[CH2:4][CH2:5][O:6][C:7]1[CH:12]=[CH:11][C:10]([CH:13]([NH2:17])[CH2:14][CH2:15][CH3:16])=[CH:9][CH:8]=1)[CH3:2].[O:20]1CCN(CCOC2C=CC(C(=O)CCC)=CC=2)CC1. No catalyst specified. The product is [O:20]1[CH2:2][CH2:1][N:3]([CH2:4][CH2:5][O:6][C:7]2[CH:8]=[CH:9][C:10]([CH:13]([NH2:17])[CH2:14][CH2:15][CH3:16])=[CH:11][CH:12]=2)[CH2:18][CH2:19]1. The yield is 0.700.